Task: Regression. Given a peptide amino acid sequence and an MHC pseudo amino acid sequence, predict their binding affinity value. This is MHC class II binding data.. Dataset: Peptide-MHC class II binding affinity with 134,281 pairs from IEDB The peptide sequence is LSQLQTYMIQFDQYI. The MHC is H-2-IAb with pseudo-sequence H-2-IAb. The binding affinity (normalized) is 0.